The task is: Predict the reactants needed to synthesize the given product.. This data is from Retrosynthesis with 50K atom-mapped reactions and 10 reaction types from USPTO. (1) Given the product CC(C)(C)OC(=O)N1CCC(F)(CO)CC1, predict the reactants needed to synthesize it. The reactants are: CC(C)(C)OC(=O)N1CCC(F)(C(=O)O)CC1. (2) Given the product CC(C)C(=O)N(C)c1nc(CC(=O)Nc2cccc(C(F)(F)F)c2)cs1, predict the reactants needed to synthesize it. The reactants are: CC(C)C(=O)Cl.CNc1nc(CC(=O)Nc2cccc(C(F)(F)F)c2)cs1. (3) The reactants are: CCOC(=O)c1ccccc1O.Clc1ccc(Cl)nc1. Given the product CCOC(=O)c1ccccc1Oc1ccc(Cl)cn1, predict the reactants needed to synthesize it. (4) Given the product C[Si](C)(C)CCOC(=O)Nc1cc([N+](=O)[O-])ccc1F, predict the reactants needed to synthesize it. The reactants are: C[Si](C)(C)CCO.O=C=Nc1cc([N+](=O)[O-])ccc1F. (5) Given the product Nc1ccc(NC(=O)c2cc3cc(NC(=O)CC4CCOCC4)ccc3n2Cc2ccccc2F)cc1, predict the reactants needed to synthesize it. The reactants are: CC(C)(C)OC(=O)Nc1ccc(NC(=O)c2cc3cc(NC(=O)CC4CCOCC4)ccc3n2Cc2ccccc2F)cc1.